The task is: Predict which catalyst facilitates the given reaction.. This data is from Catalyst prediction with 721,799 reactions and 888 catalyst types from USPTO. (1) Reactant: [C:1]([C:5]1[C:14]2[C:9](=[CH:10][CH:11]=[CH:12][CH:13]=2)[CH2:8][CH2:7][C:6]=1[NH:15]CC1C=CC=CC=1)([O:3][CH3:4])=[O:2]. Product: [C:1]([C@@H:5]1[C:14]2[C:9](=[CH:10][CH:11]=[CH:12][CH:13]=2)[CH2:8][CH2:7][C@@H:6]1[NH2:15])([O:3][CH3:4])=[O:2]. The catalyst class is: 19. (2) Reactant: [CH3:1][C:2]([CH3:26])([CH3:25])[C:3]([O:5][CH2:6][N:7]1[C:15]2[N:14]=[CH:13][N:12]([CH2:16][C:17]3[CH:22]=[CH:21][CH:20]=[CH:19][CH:18]=3)[C:11]=2[C:10](=[O:23])[NH:9][C:8]1=[O:24])=[O:4].[C:27](=O)([O-])[O-].[K+].[K+].IC. Product: [CH3:1][C:2]([CH3:26])([CH3:25])[C:3]([O:5][CH2:6][N:7]1[C:15]2[N:14]=[CH:13][N:12]([CH2:16][C:17]3[CH:22]=[CH:21][CH:20]=[CH:19][CH:18]=3)[C:11]=2[C:10](=[O:23])[N:9]([CH3:27])[C:8]1=[O:24])=[O:4]. The catalyst class is: 42. (3) Reactant: [Br:1][C:2]1[CH:11]=[CH:10][CH:9]=[C:8]2[C:3]=1[C:4](=[O:22])[N:5]([CH2:14][C:15]1[CH:20]=[CH:19][CH:18]=[CH:17][C:16]=1[Cl:21])[C:6]([CH2:12]Cl)=[N:7]2.[C:23](=[O:26])([O-])[O-].[K+].[K+].I[C:30]1[C:38]2[C:33](=[N:34][CH:35]=[N:36][C:37]=2[NH2:39])[NH:32][N:31]=1. Product: [NH2:39][C:37]1[N:36]=[CH:35][N:34]=[C:33]2[N:32]([CH2:12][C:6]3[N:5]([CH2:14][C:15]4[CH:20]=[CH:19][CH:18]=[CH:17][C:16]=4[Cl:21])[C:4](=[O:22])[C:3]4[C:8](=[CH:9][CH:10]=[CH:11][C:2]=4[Br:1])[N:7]=3)[N:31]=[C:30]([C:3]3[CH:2]=[CH:11][CH:10]=[C:23]([OH:26])[CH:4]=3)[C:38]=12. The catalyst class is: 3. (4) Reactant: [C:1]([O:5][C:6]([N:8]1[CH2:13][CH2:12][CH:11]([SH:14])[CH2:10][CH2:9]1)=[O:7])([CH3:4])([CH3:3])[CH3:2].[F:15][C:16]1[CH:23]=[CH:22][CH:21]=[CH:20][C:17]=1[CH2:18]Br.O.C(OCC)(=O)C. Product: [C:1]([O:5][C:6]([N:8]1[CH2:13][CH2:12][CH:11]([S:14][CH2:18][C:17]2[CH:20]=[CH:21][CH:22]=[CH:23][C:16]=2[F:15])[CH2:10][CH2:9]1)=[O:7])([CH3:4])([CH3:2])[CH3:3]. The catalyst class is: 8. (5) Reactant: [CH3:1][O:2][C:3]1[CH:28]=[CH:27][C:6]([CH2:7][NH:8][C:9]2[C:10]([N+:24]([O-])=O)=[C:11]([CH:17]=[C:18]([C:20]([F:23])([F:22])[F:21])[N:19]=2)[C:12]([O:14][CH2:15][CH3:16])=[O:13])=[CH:5][CH:4]=1.[CH3:29]O. Product: [CH3:1][O:2][C:3]1[CH:28]=[CH:27][C:6]([CH2:7][N:8]2[C:9]3=[N:19][C:18]([C:20]([F:23])([F:22])[F:21])=[CH:17][C:11]([C:12]([O:14][CH2:15][CH3:16])=[O:13])=[C:10]3[N:24]=[CH:29]2)=[CH:5][CH:4]=1. The catalyst class is: 181. (6) Reactant: [C:1]([C:4]1[N:9]=[N:8][C:7]([NH:10][C@@H:11]2[CH2:16][CH2:15][CH2:14][CH2:13][C@@H:12]2[NH:17]C(=O)OC(C)(C)C)=[CH:6][C:5]=1[NH:25][C:26]1[N:31]=[C:30]2[CH2:32][CH2:33][CH2:34][C:29]2=[CH:28][CH:27]=1)(=[O:3])[NH2:2].C(O)(C(F)(F)F)=O. Product: [NH4+:2].[OH-:3].[NH2:17][C@H:12]1[CH2:13][CH2:14][CH2:15][CH2:16][C@H:11]1[NH:10][C:7]1[N:8]=[N:9][C:4]([C:1]([NH2:2])=[O:3])=[C:5]([NH:25][C:26]2[N:31]=[C:30]3[CH2:32][CH2:33][CH2:34][C:29]3=[CH:28][CH:27]=2)[CH:6]=1. The catalyst class is: 2.